This data is from Forward reaction prediction with 1.9M reactions from USPTO patents (1976-2016). The task is: Predict the product of the given reaction. Given the reactants [F:1][C:2]1[CH:3]=[C:4]([CH2:17][CH2:18][NH:19][C:20]2[CH:25]=[C:24]([O:26]C)[CH:23]=[CH:22][C:21]=2[CH:28]2[CH2:37][CH2:36][C:35]3[C:30](=[CH:31][CH:32]=[C:33]([O:38]C)[CH:34]=3)[CH2:29]2)[CH:5]=[CH:6][C:7]=1[O:8][CH2:9][CH2:10][N:11]1[CH2:16][CH2:15][CH2:14][CH2:13][CH2:12]1.F[C:41]1C=C(CCNCC2C=C(OC)C=CC=2C2CCC3C(=CC=C(OC)C=3)C2)C=CC=1OCCN1CCCCC1, predict the reaction product. The product is: [F:1][C:2]1[CH:3]=[C:4]([CH2:17][CH2:18][N:19]([CH3:41])[C:20]2[CH:25]=[C:24]([OH:26])[CH:23]=[CH:22][C:21]=2[CH:28]2[CH2:37][CH2:36][C:35]3[CH:34]=[C:33]([OH:38])[CH:32]=[CH:31][C:30]=3[CH2:29]2)[CH:5]=[CH:6][C:7]=1[O:8][CH2:9][CH2:10][N:11]1[CH2:12][CH2:13][CH2:14][CH2:15][CH2:16]1.